From a dataset of Reaction yield outcomes from USPTO patents with 853,638 reactions. Predict the reaction yield, written as a fraction of the theoretical maximum amount of product (1.0 means a 100% yield; for example, 0.34 means a 34% yield). (1) The product is [CH2:31]([O:34][C:35]1[CH:36]=[CH:37][C:38]([CH2:41][O:17][C@H:12]([C@H:10]2[O:11][C@H:5]3[C@H:6]([N:7]=[C:3]([N:2]([CH3:20])[CH3:1])[S:4]3)[C@@H:8]([OH:19])[C@@H:9]2[OH:18])[C:13]([F:16])([F:14])[F:15])=[CH:39][CH:40]=1)[CH:32]=[CH2:33]. The reactants are [CH3:1][N:2]([CH3:20])[C:3]1[S:4][C@H:5]2[O:11][C@H:10]([C@@H:12]([OH:17])[C:13]([F:16])([F:15])[F:14])[C@@H:9]([OH:18])[C@H:8]([OH:19])[C@H:6]2[N:7]=1.C[Si]([N-][Si](C)(C)C)(C)C.[K+].[CH2:31]([O:34][C:35]1[CH:40]=[CH:39][C:38]([CH2:41]Cl)=[CH:37][CH:36]=1)[CH:32]=[CH2:33]. The catalyst is CN(C=O)C.C1COCC1. The yield is 0.330. (2) The reactants are [N+:1]([C:4]1[CH:9]=[CH:8][CH:7]=[CH:6][C:5]=1[B:10]([OH:12])[OH:11])([O-])=O. The catalyst is CCO.[Pd]. The product is [NH2:1][C:4]1[CH:9]=[CH:8][CH:7]=[CH:6][C:5]=1[B:10]([OH:12])[OH:11]. The yield is 0.500. (3) The reactants are [F:1][C:2]([F:21])([F:20])[O:3][C:4]1[CH:9]=[CH:8][C:7]([C:10]2[N:11]=[C:12]([C:15](OCC)=[O:16])[S:13][CH:14]=2)=[CH:6][CH:5]=1.O.[NH2:23][NH2:24]. The catalyst is CO. The product is [F:1][C:2]([F:21])([F:20])[O:3][C:4]1[CH:9]=[CH:8][C:7]([C:10]2[N:11]=[C:12]([C:15]([NH:23][NH2:24])=[O:16])[S:13][CH:14]=2)=[CH:6][CH:5]=1. The yield is 1.00. (4) The reactants are [F:1][C:2]1[CH:7]=[C:6]([S:8][CH3:9])[CH:5]=[CH:4][C:3]=1[NH:10][C:11]1[C:12]([C:20]([O:22]CC)=O)=[N:13][N:14]([CH3:19])[C:15](=[O:18])[C:16]=1[CH3:17].C([O:27][CH2:28][CH2:29][O:30][NH2:31])=C. No catalyst specified. The product is [F:1][C:2]1[CH:7]=[C:6]([S:8][CH3:9])[CH:5]=[CH:4][C:3]=1[NH:10][C:11]1[C:12]([C:20]([NH:31][O:30][CH2:29][CH2:28][OH:27])=[O:22])=[N:13][N:14]([CH3:19])[C:15](=[O:18])[C:16]=1[CH3:17]. The yield is 0.780. (5) The reactants are [Cl:1][C:2]1[CH:7]=[CH:6][C:5]([CH:8]2[N:13]3[CH:14]=[C:15]([C:17]4[CH:22]=[CH:21][CH:20]=[CH:19][C:18]=4[O:23][CH3:24])[N:16]=[C:12]3[NH:11][C:10]([CH3:25])=[C:9]2[C:26]#[N:27])=[CH:4][C:3]=1[F:28].ClC1C(=O)C(C#N)=C(C#N)C(=O)C=1Cl. The catalyst is C(Cl)Cl. The product is [Cl:1][C:2]1[CH:7]=[CH:6][C:5]([C:8]2[N:13]3[CH:14]=[C:15]([C:17]4[CH:22]=[CH:21][CH:20]=[CH:19][C:18]=4[O:23][CH3:24])[N:16]=[C:12]3[N:11]=[C:10]([CH3:25])[C:9]=2[C:26]#[N:27])=[CH:4][C:3]=1[F:28]. The yield is 0.940. (6) The reactants are C(OC([N:8]1[CH2:13][CH2:12][CH:11]([CH2:14][NH:15][C:16]([C:18]2[C:26]3[N:25]=[C:24]([CH:27]([CH3:29])[CH3:28])[NH:23][C:22]=3[CH:21]=[CH:20][CH:19]=2)=[O:17])[CH2:10][CH2:9]1)=O)(C)(C)C.FC(F)(F)C(O)=O. The catalyst is ClCCl. The product is [NH:8]1[CH2:13][CH2:12][CH:11]([CH2:14][NH:15][C:16]([C:18]2[C:26]3[N:25]=[C:24]([CH:27]([CH3:29])[CH3:28])[NH:23][C:22]=3[CH:21]=[CH:20][CH:19]=2)=[O:17])[CH2:10][CH2:9]1. The yield is 0.890. (7) The reactants are C[O:2][C:3]([C:5]1[CH:6]=[CH:7][C:8]2[O:17][CH2:16][CH2:15][C:14]3[N:10]([N:11]=[C:12]([C:18]4[N:19]([CH2:23][C:24]([F:27])([F:26])[F:25])[N:20]=[CH:21][N:22]=4)[CH:13]=3)[C:9]=2[CH:28]=1)=[O:4].[OH-].[Li+]. The catalyst is O1CCOCC1.O. The product is [F:26][C:24]([F:25])([F:27])[CH2:23][N:19]1[C:18]([C:12]2[CH:13]=[C:14]3[N:10]([N:11]=2)[C:9]2[CH:28]=[C:5]([C:3]([OH:4])=[O:2])[CH:6]=[CH:7][C:8]=2[O:17][CH2:16][CH2:15]3)=[N:22][CH:21]=[N:20]1. The yield is 0.980. (8) The reactants are C([O:5][C:6](=[O:53])[C:7]([O:10]/[N:11]=[C:12](/[C:40]1[N:41]=[C:42]([NH:45]C(OC(C)(C)C)=O)[S:43][CH:44]=1)\[C:13]([NH:15][C@@H:16]1[C:19](=[O:20])[N:18]([S:21]([OH:24])(=[O:23])=[O:22])[C@@H:17]1[CH2:25][N:26]1[N:30]=[N:29][C:28]([CH2:31][NH:32]C(OC(C)(C)C)=O)=[N:27]1)=[O:14])([CH3:9])[CH3:8])(C)(C)C.C(O)(C(F)(F)F)=O. The catalyst is C(Cl)Cl. The product is [NH2:32][CH2:31][C:28]1[N:29]=[N:30][N:26]([CH2:25][C@@H:17]2[C@H:16]([NH:15][C:13](=[O:14])/[C:12](=[N:11]\[O:10][C:7]([CH3:9])([CH3:8])[C:6]([OH:53])=[O:5])/[C:40]3[N:41]=[C:42]([NH2:45])[S:43][CH:44]=3)[C:19](=[O:20])[N:18]2[S:21]([OH:24])(=[O:23])=[O:22])[N:27]=1. The yield is 0.450. (9) The reactants are [C:1]1([C:7]2[O:11][N:10]=[C:9]([C:12]#[C:13][CH2:14]O)[C:8]=2[C:16]([F:19])([F:18])[F:17])[CH:6]=[CH:5][CH:4]=[CH:3][CH:2]=1.[Br:20]P(Br)Br. The catalyst is ClCCl. The product is [Br:20][CH2:14][C:13]#[C:12][C:9]1[C:8]([C:16]([F:19])([F:18])[F:17])=[C:7]([C:1]2[CH:6]=[CH:5][CH:4]=[CH:3][CH:2]=2)[O:11][N:10]=1. The yield is 0.380. (10) The reactants are [C:1]([C:5]1[CH:6]=[C:7]2[C:11](=[C:12]([C:16]3[CH:21]=[CH:20][CH:19]=[CH:18][CH:17]=3)[C:13]=1[O:14][CH3:15])[CH2:10][C:9]([CH3:22])=[CH:8]2)([CH3:4])([CH3:3])[CH3:2].[Li]CCCC.C1COCC1.[Cl:33][Si:34](Cl)([CH3:36])[CH3:35]. The catalyst is C1(C)C=CC=CC=1. The product is [C:1]([C:5]1[CH:6]=[C:7]2[C:11]([CH:10]=[C:9]([CH3:22])[CH:8]2[Si:34]([Cl:33])([CH3:36])[CH3:35])=[C:12]([C:16]2[CH:21]=[CH:20][CH:19]=[CH:18][CH:17]=2)[C:13]=1[O:14][CH3:15])([CH3:4])([CH3:2])[CH3:3]. The yield is 0.990.